Task: Predict the reactants needed to synthesize the given product.. Dataset: Full USPTO retrosynthesis dataset with 1.9M reactions from patents (1976-2016) (1) The reactants are: [N+:1]([C:4]1[CH:5]=[CH:6][C:7]2[O:12][CH2:11][CH2:10][NH:9][C:8]=2[CH:13]=1)([O-:3])=[O:2].[Cl:14][C:15]1[CH:16]=[C:17]([CH:21]=[C:22]([Cl:25])[C:23]=1[OH:24])[C:18](Cl)=[O:19]. Given the product [Cl:14][C:15]1[CH:16]=[C:17]([C:18]([N:9]2[C:8]3[CH:13]=[C:4]([N+:1]([O-:3])=[O:2])[CH:5]=[CH:6][C:7]=3[O:12][CH2:11][CH2:10]2)=[O:19])[CH:21]=[C:22]([Cl:25])[C:23]=1[OH:24], predict the reactants needed to synthesize it. (2) Given the product [C:1]([O:5][C:6]([N:8]1[CH2:13][CH2:12][CH2:11][C@@H:10]([C:14]([OH:37])=[O:15])[N:9]1[C:29]([O:31][C:32]([CH3:34])([CH3:35])[CH3:33])=[O:30])=[O:7])([CH3:4])([CH3:3])[CH3:2], predict the reactants needed to synthesize it. The reactants are: [C:1]([O:5][C:6]([N:8]1[CH2:13][CH2:12][CH2:11][C@@H:10]([C:14](N2[C@@H](CC3C=CC=CC=3)COC2=O)=[O:15])[N:9]1[C:29]([O:31][C:32]([CH3:35])([CH3:34])[CH3:33])=[O:30])=[O:7])([CH3:4])([CH3:3])[CH3:2].[Li+].[OH-:37]. (3) Given the product [F:24][C:25]1[CH:30]=[CH:29][C:28]([C:31]2[N:32]=[C:33]([C@H:36]3[CH2:41][CH2:40][CH2:39][N:38]([C:7]([C:3]4[CH:4]=[N:5][O:6][C:2]=4[CH3:1])=[O:9])[CH2:37]3)[O:34][CH:35]=2)=[CH:27][CH:26]=1, predict the reactants needed to synthesize it. The reactants are: [CH3:1][C:2]1[O:6][N:5]=[CH:4][C:3]=1[C:7]([OH:9])=O.C(Cl)CCl.C1C=NC2N(O)N=NC=2C=1.[F:24][C:25]1[CH:30]=[CH:29][C:28]([C:31]2[N:32]=[C:33]([C@H:36]3[CH2:41][CH2:40][CH2:39][NH:38][CH2:37]3)[O:34][CH:35]=2)=[CH:27][CH:26]=1. (4) Given the product [C:24]1([CH3:29])[CH:25]=[CH:26][C:27]([O:12][C:11]([C:6]2[C:5]3[C:9](=[CH:10][C:2]([Cl:1])=[C:3]([C:14]4[CH:19]=[CH:18][C:17]([O:20][CH3:21])=[CH:16][CH:15]=4)[CH:4]=3)[NH:8][N:7]=2)=[O:13])=[CH:22][CH:23]=1, predict the reactants needed to synthesize it. The reactants are: [Cl:1][C:2]1[CH:10]=[C:9]2[C:5]([C:6]([C:11]([OH:13])=[O:12])=[N:7][NH:8]2)=[CH:4][C:3]=1[C:14]1[CH:19]=[CH:18][C:17]([O:20][CH3:21])=[CH:16][CH:15]=1.[CH:22]1[C:27](O)=[CH:26][CH:25]=[C:24]([CH3:29])[CH:23]=1.C(N(CC)CC)C.